Dataset: Reaction yield outcomes from USPTO patents with 853,638 reactions. Task: Predict the reaction yield, written as a fraction of the theoretical maximum amount of product (1.0 means a 100% yield; for example, 0.34 means a 34% yield). (1) The reactants are [CH3:1][CH:2]([N:4]1[C:12](/[CH:13]=[CH:14]/[C@H:15]([OH:24])[CH2:16][C@H:17]([OH:23])[CH2:18][C:19]([O:21]C)=[O:20])=[C:11]([C:25]2[CH:30]=[CH:29][C:28]([F:31])=[CH:27][CH:26]=2)[C:10]2[C:5]1=[CH:6][CH:7]=[CH:8][CH:9]=2)[CH3:3].C1CCCCC1.[OH-].[Na+:39]. The catalyst is CO. The product is [CH3:3][CH:2]([N:4]1[C:12](/[CH:13]=[CH:14]/[CH:15]([OH:24])[CH2:16][CH:17]([OH:23])[CH2:18][C:19]([O-:21])=[O:20])=[C:11]([C:25]2[CH:26]=[CH:27][C:28]([F:31])=[CH:29][CH:30]=2)[C:10]2[CH:9]=[CH:8][CH:7]=[CH:6][C:5]1=2)[CH3:1].[Na+:39]. The yield is 0.930. (2) The reactants are [CH3:1][N:2]([S:21]([C:24]1[S:25][CH:26]=[CH:27][CH:28]=1)(=[O:23])=[O:22])[C:3]1[CH:4]=[CH:5][CH:6]=[C:7]2[C:11]=1[NH:10][C:9]([C:12]1[S:13][CH:14]([CH2:17][C:18]([OH:20])=O)[CH2:15][N:16]=1)=[CH:8]2.[CH3:29][N:30]1[CH2:35][CH2:34][NH:33][CH2:32][CH2:31]1.N1(O)C2C=CC=CC=2N=N1.Cl.CN(C)CCCN=C=NCC. The catalyst is C(OCC)(=O)C.CN(C)C=O. The product is [CH3:1][N:2]([C:3]1[CH:4]=[CH:5][CH:6]=[C:7]2[C:11]=1[NH:10][C:9]([C:12]1[S:13][CH:14]([CH2:17][C:18]([N:33]3[CH2:34][CH2:35][N:30]([CH3:29])[CH2:31][CH2:32]3)=[O:20])[CH2:15][N:16]=1)=[CH:8]2)[S:21]([C:24]1[S:25][CH:26]=[CH:27][CH:28]=1)(=[O:22])=[O:23]. The yield is 0.620. (3) The reactants are [NH2:1][C:2]1[CH:9]=[CH:8][CH:7]=[CH:6][C:3]=1[CH2:4]O.[BrH:10].[C:11]1([P:17]([C:24]2[CH:29]=[CH:28][CH:27]=[CH:26][CH:25]=2)[C:18]2[CH:23]=[CH:22][CH:21]=[CH:20][CH:19]=2)[CH:16]=[CH:15][CH:14]=[CH:13][CH:12]=1. The catalyst is C(#N)C. The product is [Br-:10].[C:24]1([P+:17]([C:11]2[CH:12]=[CH:13][CH:14]=[CH:15][CH:16]=2)([C:18]2[CH:23]=[CH:22][CH:21]=[CH:20][CH:19]=2)[CH2:4][C:3]2[CH:6]=[CH:7][CH:8]=[CH:9][C:2]=2[NH2:1])[CH:25]=[CH:26][CH:27]=[CH:28][CH:29]=1. The yield is 0.880.